This data is from Experimentally validated miRNA-target interactions with 360,000+ pairs, plus equal number of negative samples. The task is: Binary Classification. Given a miRNA mature sequence and a target amino acid sequence, predict their likelihood of interaction. (1) The miRNA is mmu-miR-3064-5p with sequence UCUGGCUGUUGUGGUGUGCAAA. The protein sequence of the target gene is MEPKRLEIPGSVLDDLCSRFILHIPSEERDNAIRVCFQIELAHWFYLDFYMQNTPGLPQCGIRDFAKAVFSHCPFLLPQGEDVEKILDEWKEYKMGVPTYGAIILDETLENVLLVQGYLAKSGWGFPKGKVNKEEAPHDCAAREVFEETGFDIKDYICKDDYIELRINDQLARLYIIPGVPKDTKFNPKTRREIRNIEWFSIEKLPCHRNDMTPKSKLGLAPNKFFMAIPFIRPLRDWLSRRFGDSSDSDNGFSSAGSTPARPTVEKLSRTKFRHSQQLFPEGSPSDQWVKHRQPLQQKS.... Result: 1 (interaction). (2) The miRNA is hsa-miR-6750-3p with sequence GAACUCACCCUCUGCUCCCAG. The protein sequence of the target gene is MEMSGLSFSEMEGCRNLLGLLDNDEIMALCDTVTNRLVQPQDRQDAVHAILAYSQSAEELLRRRKVHREVIFKYLATQGIVIPPATEKHNLIQHAKDYWQKQPQLKLKETPEPVTKTEDIHLFQQQVKEDKKAEKVDFRRLGEEFCHWFFGLLNSQNPFLGPPQDEWGPQHFWHDVKLRFYYNTSEQNVMDYHGAEIVSLRLLSLVKEEFLFLSPNLDSHGLKCASSPHGLVMVGVAGTVHRGNTCLGIFEQIFGLIRCPFVENTWKIKFINLKIMGESSLAPGTLPKPSVKFEQSDLEA.... Result: 0 (no interaction). (3) The miRNA is hsa-miR-124-3p with sequence UAAGGCACGCGGUGAAUGCCAA. The protein sequence of the target gene is MSMLRLQKRLASSVLRCGKKKVWLDPNETNEIANANSRQQIRKLIKDGLIIRKPVTVHSRARCRKNTLARRKGRHMGIGKRKGTANARMPEKVTWMRRMRILRRLLRRYRESKKIDRHMYHSLYLKVKGNVFKNKRILMEHIHKLKADKARKKLLADQAEARRSKTKEARKRREERLQAKKEEIIKTLSKEEETKK. Result: 1 (interaction). (4) The miRNA is hsa-miR-6786-5p with sequence GCGGUGGGGCCGGAGGGGCGU. The protein sequence of the target gene is MGKQNSKLRPEVMQDLLESTDFTEHEIQEWYKGFLRDCPSGHLSMEEFKKIYGNFFPYGDASKFAEHVFRTFDANGDGTIDFREFIIALSVTSRGKLEQKLKWAFSMYDLDGNGYISKAEMLEIVQAIYKMVSSVMKMPEDESTPEKRTEKIFRQMDTNRDGKLSLEEFIRGAKSDPSIVRLLQCDPSSAGQF. Result: 0 (no interaction). (5) The miRNA is mmu-miR-1a-3p with sequence UGGAAUGUAAAGAAGUAUGUAU. The protein sequence of the target gene is MNNDINSSVESLNSACNMQSDTDTAPLLEDGQHASNQGAASSSRGQPQASPRQKMQRSQPVHILRRLQEEDQQLRTASLPAIPNPFPELTGAAPGSPPSVAPSSLPPPPSQPPAKHCGRCEKWIPGENTRGNGKRKIWRWQFPPGFQLSKLTRPGLWTKTTARFSKKQPKNQCPTDTVNPVARMPTSQMEKLRLRKDVKVFSEDGTSKVVEILTDMTARDLCQLLVYKSHCVDDNSWTLVEHHPQLGLERCLEDHEIVVQVESTMPSESKFLFRKNYAKYEFFKNPVNFFPDQMVNWCQQ.... Result: 0 (no interaction). (6) The miRNA is mmu-miR-329-3p with sequence AACACACCCAGCUAACCUUUUU. The protein sequence of the target gene is MDTEGFGELLQQAEQLAAETEGISELPHVERNLQEIQQAGERLRSRTLTRTSQETADVKASVLLGSRGLDISHISQRLESLSAATTFEPLEPVKDTDIQGFLKNEKDNALLSAIEESRKRTFGMAEEYHRESMLVEWEQVKQRILHTLLASGEDALDFTQESEPSYIGDVNPPGRSSLDSIEMAYARQIYIYNEKIVSGHLQPNLVDLCASVAELDDKSISDMWAMVKQMTDVVLTPATDALKSRSSVEVRMDFVKQALGYLEQSYKNYTLVTVFGNLHQAQLGGVPGTYQLVRSFLNIK.... Result: 1 (interaction). (7) The miRNA is rno-miR-107-3p with sequence AGCAGCAUUGUACAGGGCUAUCA. The protein sequence of the target gene is MTMEEMKTEAEAASMVSMPLYAVMYPVFNELERVNLSAAQTLRAAFIKAEKENPGLTQDIIMKILEKKSVEVNFTESLLRMAADDVEEYMIERPEPEFQDLNEKARALKQILSKIPDEINDRVRFLQTIKDIASAIKELLDTVNNVFKKYQYQNRRALEHQKKEFVKYSKSFSDTLKTYFKDGKAINVFISANRLIHQTNLILQTFKTVA. Result: 1 (interaction). (8) The miRNA is hsa-miR-548s with sequence AUGGCCAAAACUGCAGUUAUUUU. The protein sequence of the target gene is MAEKRHGAWFGFGFCGFGQALGSGNSHHSVYSPEPLHASDDICQVSAGWSYTALVTRGGRVELSGSVSGAADGCRDVWASEELLVLLRNKGGSSTEVQAWVPGSALQGEPLWVQNLVSGAKGQGEDEPSRESRMGTLPLLPCARAYVTPEPPFCQPLAPELRVRQLELGAEHVLLLCAAGQVFSWGAGRHGQLGHGTLEAELEPRLLEALQGLRMAKVAAGGWHSVCLSETGDIYIWGWNESGQLALPTRSGTENKAEREEATELNEDGLKEELAVADAGAPAHFIAIQPFPALLDLPLG.... Result: 0 (no interaction).